Dataset: Full USPTO retrosynthesis dataset with 1.9M reactions from patents (1976-2016). Task: Predict the reactants needed to synthesize the given product. (1) Given the product [CH3:21][O:20][C:17]1[CH:18]=[CH:19][C:2]2[C:6]3([CH2:5][O:4][C:3]=2[CH:16]=1)[CH2:15][CH2:14][CH2:13][C:12]1[N:11]=[CH:10][N:9]=[CH:8][C:7]3=1, predict the reactants needed to synthesize it. The reactants are: Br[C:2]1[CH:19]=[CH:18][C:17]([O:20][CH3:21])=[CH:16][C:3]=1[O:4][CH2:5][C:6]1[C:7]2[CH:8]=[N:9][CH:10]=[N:11][C:12]=2[CH2:13][CH2:14][CH:15]=1.C([SnH](CCCC)CCCC)CCC. (2) Given the product [ClH:22].[C:1]([S:5]([C:8]1[CH:9]=[C:10]2[C:15](=[CH:16][C:17]=1[F:18])[N:14]=[CH:13][N:12]=[C:11]2[NH:32][C:27]1[C:26]([CH3:25])=[C:30]([CH3:31])[NH:29][N:28]=1)(=[O:7])=[O:6])([CH3:4])([CH3:3])[CH3:2], predict the reactants needed to synthesize it. The reactants are: [C:1]([S:5]([C:8]1[CH:9]=[C:10]2[C:15](=[CH:16][C:17]=1[F:18])[N:14]=[CH:13][N:12]=[C:11]2O)(=[O:7])=[O:6])([CH3:4])([CH3:3])[CH3:2].O=P(Cl)(Cl)[Cl:22].[CH3:25][C:26]1[C:27]([NH2:32])=[N:28][NH:29][C:30]=1[CH3:31]. (3) Given the product [F:1][C:2]1[C:3]([NH:20][CH3:21])=[N:4][C:5]([NH:8][C:9]2[CH:17]=[CH:16][C:12]([C:13]([N:22]3[CH2:27][CH2:26][O:25][CH2:24][CH2:23]3)=[O:15])=[CH:11][C:10]=2[O:18][CH3:19])=[N:6][CH:7]=1, predict the reactants needed to synthesize it. The reactants are: [F:1][C:2]1[C:3]([NH:20][CH3:21])=[N:4][C:5]([NH:8][C:9]2[CH:17]=[CH:16][C:12]([C:13]([OH:15])=O)=[CH:11][C:10]=2[O:18][CH3:19])=[N:6][CH:7]=1.[NH:22]1[CH2:27][CH2:26][O:25][CH2:24][CH2:23]1.CN(C(ON1N=NC2C=CC=NC1=2)=[N+](C)C)C.F[P-](F)(F)(F)(F)F.C(N(C(C)C)CC)(C)C. (4) The reactants are: [CH2:1]([Si:3]([C:8]#[C:9][C@:10]1([CH2:32][O:33]CC2C=CC=CC=2)[O:14][C@@H:13]([N:15]2[CH:22]=[CH:21][C:19](=[O:20])[NH:18][C:16]2=[O:17])[C@H:12]([OH:23])[C@@H:11]1[O:24]CC1C=CC=CC=1)([CH2:6][CH3:7])[CH2:4][CH3:5])[CH3:2].B(Cl)(Cl)Cl.N1C=CC=CC=1.CO. Given the product [CH2:1]([Si:3]([C:8]#[C:9][C@:10]1([CH2:32][OH:33])[O:14][C@@H:13]([N:15]2[CH:22]=[CH:21][C:19](=[O:20])[NH:18][C:16]2=[O:17])[C@H:12]([OH:23])[C@@H:11]1[OH:24])([CH2:4][CH3:5])[CH2:6][CH3:7])[CH3:2], predict the reactants needed to synthesize it. (5) Given the product [CH3:52][N:44]([C:45]([O:46][C:47]([CH3:50])([CH3:49])[CH3:48])=[O:51])[NH:43][C:62](=[O:63])[C:61]1[CH:65]=[CH:66][C:58](/[CH:57]=[CH:56]/[CH:55]([C:71]2[CH:72]=[C:73]([Cl:79])[C:74]([Cl:78])=[C:75]([Cl:77])[CH:76]=2)[C:54]([F:53])([F:80])[F:81])=[CH:59][C:60]=1[C:67]([F:69])([F:70])[F:68], predict the reactants needed to synthesize it. The reactants are: C(N(C(C)C)C(C)C)C.F[P-](F)(F)(F)(F)F.N1(O[P+](N2CCCC2)(N2CCCC2)N2CCCC2)C2C=CC=CC=2N=N1.[NH2:43][N:44]([CH3:52])[C:45](=[O:51])[O:46][C:47]([CH3:50])([CH3:49])[CH3:48].[F:53][C:54]([F:81])([F:80])[CH:55]([C:71]1[CH:76]=[C:75]([Cl:77])[C:74]([Cl:78])=[C:73]([Cl:79])[CH:72]=1)/[CH:56]=[CH:57]/[C:58]1[CH:66]=[CH:65][C:61]([C:62](O)=[O:63])=[C:60]([C:67]([F:70])([F:69])[F:68])[CH:59]=1.